This data is from Forward reaction prediction with 1.9M reactions from USPTO patents (1976-2016). The task is: Predict the product of the given reaction. Given the reactants [O:1]1[CH2:6][CH2:5][O:4][C:3]2[CH:7]=[C:8]([NH:11][C:12]3[C:13]4[CH2:21][CH2:20][N:19]([C:22](=O)[CH2:23][C:24]([F:27])([F:26])[F:25])[CH2:18][C:14]=4[N:15]=[CH:16][N:17]=3)[CH:9]=[CH:10][C:2]1=2.[H-].[Al+3].[Li+].[H-].[H-].[H-].[OH-].[Na+].[ClH:37], predict the reaction product. The product is: [ClH:37].[F:26][C:24]([F:25])([F:27])[CH2:23][CH2:22][N:19]1[CH2:20][CH2:21][C:13]2[C:12]([NH:11][C:8]3[CH:9]=[CH:10][C:2]4[O:1][CH2:6][CH2:5][O:4][C:3]=4[CH:7]=3)=[N:17][CH:16]=[N:15][C:14]=2[CH2:18]1.